Dataset: Catalyst prediction with 721,799 reactions and 888 catalyst types from USPTO. Task: Predict which catalyst facilitates the given reaction. (1) Reactant: [N:1]1([CH:7]2[CH2:12][CH2:11][N:10]([C:13](=[O:27])[CH2:14][CH2:15][C:16]3[N:17]([CH2:21][C:22]([O:24]CC)=[O:23])[CH:18]=[CH:19][N:20]=3)[CH2:9][CH2:8]2)[CH2:6][CH2:5][CH2:4][CH2:3][CH2:2]1. Product: [N:1]1([CH:7]2[CH2:12][CH2:11][N:10]([C:13](=[O:27])[CH2:14][CH2:15][C:16]3[N:17]([CH2:21][C:22]([OH:24])=[O:23])[CH:18]=[CH:19][N:20]=3)[CH2:9][CH2:8]2)[CH2:6][CH2:5][CH2:4][CH2:3][CH2:2]1. The catalyst class is: 6. (2) Reactant: [CH3:1][C@@H:2]1[CH2:7][N:6]([C:8]2[C:21]([CH:22]=O)=[CH:20][C:11]3[C:12]([N:15]4[CH:19]=[N:18][CH:17]=[N:16]4)=[N:13][O:14][C:10]=3[C:9]=2[F:24])[CH2:5][C@@H:4]([CH3:25])[O:3]1.[NH:26]1[C:31](=[O:32])[CH2:30][C:29](=[O:33])[NH:28][C:27]1=[O:34]. Product: [F:24][C:9]1[C:10]2[O:14][N:13]=[C:12]([N:15]3[CH:19]=[N:18][CH:17]=[N:16]3)[C:11]=2[CH:20]=[C:21]2[C:8]=1[N:6]1[CH2:5][C@@H:4]([CH3:25])[O:3][C@@H:2]([CH3:1])[C@@H:7]1[C:30]1([C:29](=[O:33])[NH:28][C:27](=[O:34])[NH:26][C:31]1=[O:32])[CH2:22]2. The catalyst class is: 16. (3) Reactant: [NH2:1][C:2]1[CH:7]=[CH:6][C:5]([Cl:8])=[CH:4][N:3]=1.CCN(CC)CC.Cl[C:17](=[O:23])[C:18]([O:20][CH2:21][CH3:22])=[O:19]. Product: [CH2:21]([O:20][C:18](=[O:19])[C:17]([NH:1][C:2]1[CH:7]=[CH:6][C:5]([Cl:8])=[CH:4][N:3]=1)=[O:23])[CH3:22]. The catalyst class is: 91. (4) Reactant: O=C1C2C(=CC=CC=2)[C:4](=[O:11])[N:3]1[CH2:12][C:13]1[CH:20]=[CH:19][C:18]([F:21])=[CH:17][C:14]=1[C:15]#[N:16].O1CCCC1.O.NN.[C:30]([O:34]C(OC([O:34][C:30]([CH3:33])([CH3:32])[CH3:31])=O)=O)([CH3:33])([CH3:32])[CH3:31]. Product: [C:15]([C:14]1[CH:17]=[C:18]([F:21])[CH:19]=[CH:20][C:13]=1[CH2:12][NH:3][C:4](=[O:11])[O:34][C:30]([CH3:33])([CH3:32])[CH3:31])#[N:16]. The catalyst class is: 869. (5) Reactant: [F:1][C:2]([F:18])([F:17])[CH2:3][NH:4][C:5]1[CH:12]=[CH:11][C:8]([C:9]#[N:10])=[C:7]([C:13]([F:16])([F:15])[F:14])[CH:6]=1.Br[CH2:20][CH2:21][CH2:22][O:23][Si](C(C)(C)C)(C)C. Product: [OH:23][CH2:22][CH2:21][CH2:20][N:4]([CH2:3][C:2]([F:17])([F:18])[F:1])[C:5]1[CH:12]=[CH:11][C:8]([C:9]#[N:10])=[C:7]([C:13]([F:16])([F:14])[F:15])[CH:6]=1. The catalyst class is: 5. (6) Reactant: [O:1]=[C:2]([N:10]1[CH2:14][CH2:13][CH2:12][C@H:11]1[C:15]([OH:17])=[O:16])[C:3](=[O:9])[C:4]([CH3:8])([CH3:7])[CH2:5][CH3:6].[CH2:18](O)[CH2:19][C:20]1[CH:25]=[CH:24][CH:23]=[CH:22][CH:21]=1.C1(N=C=NC2CCCCC2)CCCCC1. Product: [CH3:8][C:4]([CH3:7])([CH2:5][CH3:6])[C:3](=[O:9])[C:2]([N:10]1[CH2:14][CH2:13][CH2:12][C@H:11]1[C:15]([O:17][CH2:18][CH2:19][C:20]1[CH:25]=[CH:24][CH:23]=[CH:22][CH:21]=1)=[O:16])=[O:1]. The catalyst class is: 143. (7) Reactant: [CH3:1][C:2]1[N:7]=[C:6]([C:8]2[CH:13]=[CH:12][CH:11]=[CH:10][C:9]=2[O:14]C)[N:5]([C:16]2[CH:21]=[CH:20][C:19]([CH:22]([CH3:24])[CH3:23])=[CH:18][CH:17]=2)[C:4](=[O:25])[C:3]=1[C:26]1[CH:31]=[CH:30][CH:29]=[CH:28][CH:27]=1.B(Br)(Br)Br. Product: [OH:14][C:9]1[CH:10]=[CH:11][CH:12]=[CH:13][C:8]=1[C:6]1[N:5]([C:16]2[CH:21]=[CH:20][C:19]([CH:22]([CH3:24])[CH3:23])=[CH:18][CH:17]=2)[C:4](=[O:25])[C:3]([C:26]2[CH:27]=[CH:28][CH:29]=[CH:30][CH:31]=2)=[C:2]([CH3:1])[N:7]=1. The catalyst class is: 2. (8) Reactant: [CH3:1][C:2]1[CH:11]=[CH:10][C:9]([N:12]2[CH2:17][CH2:16][N:15]([CH3:18])[CH2:14][CH2:13]2)=[C:8]2[C:3]=1[CH2:4][CH2:5][C@@H:6]([NH:19][C:20](=[O:33])[C:21]1[CH:26]=[CH:25][C:24]([N:27]3[CH2:32][CH2:31][O:30][CH2:29][CH2:28]3)=[CH:23][CH:22]=1)[CH2:7]2.[CH2:34]([C:40]([OH:42])=[O:41])[C@H:35]([OH:39])[C:36]([OH:38])=[O:37]. Product: [C:36]([OH:38])(=[O:37])[C@H:35]([CH2:34][C:40]([OH:42])=[O:41])[OH:39].[CH3:1][C:2]1[CH:11]=[CH:10][C:9]([N:12]2[CH2:17][CH2:16][N:15]([CH3:18])[CH2:14][CH2:13]2)=[C:8]2[C:3]=1[CH2:4][CH2:5][C@@H:6]([NH:19][C:20](=[O:33])[C:21]1[CH:26]=[CH:25][C:24]([N:27]3[CH2:32][CH2:31][O:30][CH2:29][CH2:28]3)=[CH:23][CH:22]=1)[CH2:7]2. The catalyst class is: 7. (9) The catalyst class is: 161. Reactant: Br[C:2]1[CH:11]=[CH:10][CH:9]=[C:8]2[C:3]=1[CH2:4][CH2:5][N:6]([C:16]([O:18][C:19]([CH3:22])([CH3:21])[CH3:20])=[O:17])[CH:7]2[C:12]([O:14][CH3:15])=[O:13].B1([C:32]2[CH:37]=[N:36][CH:35]=[N:34][CH:33]=2)OC(C)(C)C(C)(C)O1.P([O-])([O-])([O-])=O.[K+].[K+].[K+].CS(C)=O. Product: [N:34]1[CH:33]=[C:32]([C:2]2[CH:11]=[CH:10][CH:9]=[C:8]3[C:3]=2[CH2:4][CH2:5][N:6]([C:16]([O:18][C:19]([CH3:22])([CH3:21])[CH3:20])=[O:17])[CH:7]3[C:12]([O:14][CH3:15])=[O:13])[CH:37]=[N:36][CH:35]=1.